From a dataset of Reaction yield outcomes from USPTO patents with 853,638 reactions. Predict the reaction yield, written as a fraction of the theoretical maximum amount of product (1.0 means a 100% yield; for example, 0.34 means a 34% yield). (1) The reactants are [C:1]([N:5]1[C:9](=[O:10])[C:8](Cl)=[C:7]([C:12]2[CH:17]=[CH:16][CH:15]=[CH:14][CH:13]=2)[S:6]1(=[O:19])=[O:18])([CH3:4])([CH3:3])[CH3:2].Cl.Cl.[CH3:22][O:23][C:24]1[N:29]=[N:28][C:27]([N:30]2[CH2:35][CH2:34][CH:33]([NH2:36])[CH2:32][CH2:31]2)=[CH:26][CH:25]=1. The catalyst is CN(C=O)C.O. The product is [C:1]([N:5]1[C:9](=[O:10])[C:8]([NH:36][CH:33]2[CH2:34][CH2:35][N:30]([C:27]3[N:28]=[N:29][C:24]([O:23][CH3:22])=[CH:25][CH:26]=3)[CH2:31][CH2:32]2)=[C:7]([C:12]2[CH:17]=[CH:16][CH:15]=[CH:14][CH:13]=2)[S:6]1(=[O:19])=[O:18])([CH3:4])([CH3:3])[CH3:2]. The yield is 0.490. (2) The reactants are [OH:1][CH2:2][C@@H:3]([CH2:7][CH2:8][CH2:9][CH3:10])[C:4]([OH:6])=O.Cl.[CH2:12]([O:19][NH2:20])[C:13]1[CH:18]=[CH:17][CH:16]=[CH:15][CH:14]=1.[OH-].[Na+].Cl.CN(C)CCCN=C=NCC. The catalyst is O. The product is [OH:1][CH2:2][C@@H:3]([CH2:7][CH2:8][CH2:9][CH3:10])[C:4]([NH:20][O:19][CH2:12][C:13]1[CH:18]=[CH:17][CH:16]=[CH:15][CH:14]=1)=[O:6]. The yield is 0.950. (3) The reactants are [N:1]([C:4]1([CH2:20][C:21](OCC)=[O:22])[C:17]2[CH:16]=[C:15]([Cl:18])[N:14]=[CH:13][C:12]=2[O:11][C:10]2[C:5]1=[CH:6][C:7]([Br:19])=[CH:8][CH:9]=2)=[N+]=[N-].[H-].[H-].[H-].[H-].[Li+].[Al+3]. The catalyst is C1COCC1. The product is [NH2:1][C:4]1([CH2:20][CH2:21][OH:22])[C:17]2[CH:16]=[C:15]([Cl:18])[N:14]=[CH:13][C:12]=2[O:11][C:10]2[C:5]1=[CH:6][C:7]([Br:19])=[CH:8][CH:9]=2. The yield is 0.505.